From a dataset of Reaction yield outcomes from USPTO patents with 853,638 reactions. Predict the reaction yield, written as a fraction of the theoretical maximum amount of product (1.0 means a 100% yield; for example, 0.34 means a 34% yield). The reactants are [OH-].[Na+].Cl[C:4]1[N:9]=[C:8](Cl)[N:7]=[C:6](Cl)[N:5]=1.[CH2:12]([NH2:15])[CH2:13][CH3:14]. The catalyst is CC(C)=O.O. The product is [CH2:12]([NH:15][C:4]1[N:9]=[C:8]([NH:15][CH2:12][CH2:13][CH3:14])[N:7]=[CH:6][N:5]=1)[CH2:13][CH3:14]. The yield is 0.900.